Dataset: Forward reaction prediction with 1.9M reactions from USPTO patents (1976-2016). Task: Predict the product of the given reaction. (1) Given the reactants N[C:2]1[CH:7]=[CH:6][C:5]([N:8]2[CH2:13][CH2:12][N:11](C(OC(C)(C)C)=O)[CH2:10][CH2:9]2)=[C:4]([F:21])[CH:3]=1.N([O-])=O.[Na+].[OH-].[Na+].[BrH:28], predict the reaction product. The product is: [Br:28][C:2]1[CH:7]=[CH:6][C:5]([N:8]2[CH2:13][CH2:12][NH:11][CH2:10][CH2:9]2)=[C:4]([F:21])[CH:3]=1. (2) Given the reactants [CH3:1][O:2][CH2:3][O:4][CH2:5][C:6]1[CH:7]2[CH2:12][CH:9]([CH2:10][CH:11]=1)[C:8]2([CH3:14])[CH3:13].B.[O:16]1CCCC1.N.Cl[O-].[Na+].Cl, predict the reaction product. The product is: [CH3:1][O:2][CH2:3][O:4][CH2:5][CH:6]1[CH:11]([OH:16])[CH2:10][CH:9]2[CH2:12][CH:7]1[C:8]2([CH3:14])[CH3:13]. (3) Given the reactants [F:1][C:2]1([F:11])[CH2:4][CH:3]1[C:5](N(OC)C)=[O:6].Cl[Mg][C:14]1[CH:19]=[CH:18][CH:17]=[CH:16][CH:15]=1.[Br-].[Cl-:21].[NH4+], predict the reaction product. The product is: [Cl:21][C:14]1[CH:19]=[CH:18][C:17]([C:5]([CH:3]2[CH2:4][C:2]2([F:11])[F:1])=[O:6])=[CH:16][CH:15]=1.